From a dataset of Peptide-MHC class II binding affinity with 134,281 pairs from IEDB. Regression. Given a peptide amino acid sequence and an MHC pseudo amino acid sequence, predict their binding affinity value. This is MHC class II binding data. (1) The peptide sequence is GADQGCAINFGKREL. The MHC is DRB1_0404 with pseudo-sequence DRB1_0404. The binding affinity (normalized) is 0.368. (2) The peptide sequence is AGLLGNVSTVLLGGV. The MHC is DRB1_1302 with pseudo-sequence DRB1_1302. The binding affinity (normalized) is 1.00.